The task is: Predict the product of the given reaction.. This data is from Forward reaction prediction with 1.9M reactions from USPTO patents (1976-2016). (1) Given the reactants [N+:1]([C:4]1[CH:11]=[CH:10][C:7]([CH:8]=O)=[CH:6][CH:5]=1)([O-:3])=[O:2].[C:12]([NH:15][CH2:16][C:17]([OH:19])=[O:18])(=O)[CH3:13].C([O-])(=O)C.[Na+].C(OC(=O)C)(=O)C, predict the reaction product. The product is: [CH3:13][C:12]1[O:19][C:17](=[O:18])[C:16](=[CH:8][C:7]2[CH:10]=[CH:11][C:4]([N+:1]([O-:3])=[O:2])=[CH:5][CH:6]=2)[N:15]=1. (2) Given the reactants F[C:2](F)(F)C(O)=O.[O:8]=[C:9]([N:28]1[CH2:33][CH2:32][C:31]([CH2:34][C:35]2[S:36][CH:37]=[CH:38][N:39]=2)=[CH:30][CH2:29]1)/[CH:10]=[CH:11]/[C:12]1[CH:13]=[C:14]2[C:24](=[N:25][CH:26]=1)[NH:23][C:22](=[O:27])[C:16]1([CH2:21][CH2:20][NH:19][CH2:18][CH2:17]1)[CH2:15]2.C=O.C(N(CC)CC)C.[BH4-].[Na+], predict the reaction product. The product is: [CH3:2][N:19]1[CH2:20][CH2:21][C:16]2([CH2:15][C:14]3[C:24](=[N:25][CH:26]=[C:12](/[CH:11]=[CH:10]/[C:9](=[O:8])[N:28]4[CH2:33][CH2:32][C:31]([CH2:34][C:35]5[S:36][CH:37]=[CH:38][N:39]=5)=[CH:30][CH2:29]4)[CH:13]=3)[NH:23][C:22]2=[O:27])[CH2:17][CH2:18]1. (3) Given the reactants [N:1]1[C:11]2[C:6](=[CH:7][CH:8]=[CH:9][CH:10]=2)[CH:5]=[CH:4][C:2]=1[CH3:3].[O:12](C)[S:13]([C:16]([F:19])([F:18])[F:17])(=[O:15])=[O:14], predict the reaction product. The product is: [O-:15][S:13]([C:16]([F:19])([F:18])[F:17])(=[O:14])=[O:12].[CH3:16][N+:1]1[C:11]2[C:6](=[CH:7][CH:8]=[CH:9][CH:10]=2)[CH:5]=[CH:4][C:2]=1[CH3:3]. (4) Given the reactants [Cl:1][C:2]1[CH:8]=[C:7]([CH3:9])[CH:6]=[CH:5][C:3]=1[NH2:4].[C:10](Cl)(Cl)=[S:11].C(N(C(C)C)C(C)C)C, predict the reaction product. The product is: [Cl:1][C:2]1[CH:8]=[C:7]([CH3:9])[CH:6]=[CH:5][C:3]=1[N:4]=[C:10]=[S:11].